This data is from Full USPTO retrosynthesis dataset with 1.9M reactions from patents (1976-2016). The task is: Predict the reactants needed to synthesize the given product. (1) Given the product [C:21]([O:24][C:25]([N:3]1[C@H:2]([C:12]([OH:14])=[O:13])[CH2:1][C:6]2[C:5](=[CH:10][C:9]([OH:11])=[CH:8][CH:7]=2)[CH2:4]1)=[O:26])([CH3:23])([CH3:22])[CH3:20], predict the reactants needed to synthesize it. The reactants are: [CH2:1]1[C:6]2[CH:7]=[CH:8][C:9]([OH:11])=[CH:10][C:5]=2[CH2:4][NH:3][C@@H:2]1[C:12]([OH:14])=[O:13].C([O-])(O)=O.[Na+].[CH3:20][C:21]([O:24][C:25](O[C:25]([O:24][C:21]([CH3:23])([CH3:22])[CH3:20])=[O:26])=[O:26])([CH3:23])[CH3:22]. (2) Given the product [Cl:11][C:12]1[C:13]([F:33])=[C:14]([C@:15]([C@@H:17]2[CH2:22][CH2:21][CH2:20][N:19]([C:23]([O:25][C:26]([CH3:28])([CH3:27])[CH3:29])=[O:24])[CH2:18]2)([OH:16])[CH2:5][CH2:6][CH2:7][CH2:8][O:9][CH3:10])[CH:30]=[CH:31][CH:32]=1, predict the reactants needed to synthesize it. The reactants are: [Mg].II.Cl[CH2:5][CH2:6][CH2:7][CH2:8][O:9][CH3:10].[Cl:11][C:12]1[C:13]([F:33])=[C:14]([CH:30]=[CH:31][CH:32]=1)[C:15]([C@@H:17]1[CH2:22][CH2:21][CH2:20][N:19]([C:23]([O:25][C:26]([CH3:29])([CH3:28])[CH3:27])=[O:24])[CH2:18]1)=[O:16]. (3) Given the product [CH2:15]([O:14][C:12]([C@@H:11]([NH:17][C@@H:18]([CH3:19])[C:20]([N:24]1[C:28]2[CH2:29][CH2:30][CH2:31][CH2:32][C:27]=2[CH2:1][C@H:49]1[C:48]([O:51][CH2:52][C:42]1[CH:43]=[CH:44][CH:45]=[CH:46][CH:47]=1)=[O:50])=[O:22])[CH2:10][CH2:9][CH3:8])=[O:13])[CH3:16], predict the reactants needed to synthesize it. The reactants are: [CH2:1](N(CC)CC)C.[CH3:8][CH2:9][CH2:10][C@H:11]([NH:17][C@H:18]([C:20]([OH:22])=O)[CH3:19])[C:12]([O:14][CH2:15][CH3:16])=[O:13].O[N:24]1[C:28]2[CH:29]=[CH:30][CH:31]=[CH:32][C:27]=2N=N1.[CH:42]1(N=C=N[CH:42]2[CH2:47][CH2:46][CH2:45][CH2:44][CH2:43]2)[CH2:47][CH2:46][CH2:45][CH2:44][CH2:43]1.[C:48]([O:51][CH2:52]C)(=[O:50])[CH3:49]. (4) Given the product [Br:19][C:2]1[CH:7]=[CH:6][C:5]([CH:8]2[C:14](=[O:15])[CH:13]3[CH2:16][CH:10]([CH2:11][CH2:12]3)[C:9]2=[O:17])=[C:4]([CH3:18])[CH:3]=1, predict the reactants needed to synthesize it. The reactants are: N[C:2]1[CH:7]=[CH:6][C:5]([CH:8]2[C:14](=[O:15])[CH:13]3[CH2:16][CH:10]([CH2:11][CH2:12]3)[C:9]2=[O:17])=[C:4]([CH3:18])[CH:3]=1.[BrH:19].N([O-])=O.[Na+]. (5) Given the product [C:26]([O:30][C:31]([N:33]1[CH2:38][CH2:37][N:36]([C:39]2[N:40]=[CH:41][C:42]([C:2]3[CH:7]=[N:6][CH:5]=[C:4]([C:8]4[C:17]5[C:12](=[N:13][CH:14]=[CH:15][CH:16]=5)[N:11]=[C:10]([C:18]5[CH:23]=[C:22]([Cl:24])[CH:21]=[CH:20][C:19]=5[F:25])[CH:9]=4)[CH:3]=3)=[CH:43][CH:44]=2)[CH2:35][CH2:34]1)=[O:32])([CH3:29])([CH3:27])[CH3:28], predict the reactants needed to synthesize it. The reactants are: Br[C:2]1[CH:3]=[C:4]([C:8]2[C:17]3[C:12](=[N:13][CH:14]=[CH:15][CH:16]=3)[N:11]=[C:10]([C:18]3[CH:23]=[C:22]([Cl:24])[CH:21]=[CH:20][C:19]=3[F:25])[CH:9]=2)[CH:5]=[N:6][CH:7]=1.[C:26]([O:30][C:31]([N:33]1[CH2:38][CH2:37][N:36]([C:39]2[CH:44]=[CH:43][C:42](B3OC(C)(C)C(C)(C)O3)=[CH:41][N:40]=2)[CH2:35][CH2:34]1)=[O:32])([CH3:29])([CH3:28])[CH3:27].O.O.O.P([O-])([O-])([O-])=O.[K+].[K+].[K+].C(N(CC)CC)C. (6) Given the product [Br:1][C:2]1[N:7]=[C:6]([CH2:8][N:9]2[C:18]3[C:13](=[CH:14][CH:15]=[CH:16][CH:17]=3)[C:12](=[O:19])[C:11]([C:20]([C:22]3[CH:23]=[N:24][C:25]([N:31]([CH2:32][CH3:33])[CH2:29][CH3:30])=[CH:26][CH:27]=3)=[O:21])=[CH:10]2)[CH:5]=[CH:4][CH:3]=1, predict the reactants needed to synthesize it. The reactants are: [Br:1][C:2]1[N:7]=[C:6]([CH2:8][N:9]2[C:18]3[C:13](=[CH:14][CH:15]=[CH:16][CH:17]=3)[C:12](=[O:19])[C:11]([C:20]([C:22]3[CH:23]=[N:24][C:25](Cl)=[CH:26][CH:27]=3)=[O:21])=[CH:10]2)[CH:5]=[CH:4][CH:3]=1.[CH2:29]([NH:31][CH2:32][CH3:33])[CH3:30].